Dataset: Reaction yield outcomes from USPTO patents with 853,638 reactions. Task: Predict the reaction yield, written as a fraction of the theoretical maximum amount of product (1.0 means a 100% yield; for example, 0.34 means a 34% yield). (1) The reactants are [CH3:1][C:2]([CH3:14])([CH3:13])[C:3]#[C:4][C:5]1[S:9][C:8]([C:10]([OH:12])=[O:11])=[CH:7][CH:6]=1.[Li]CCCC.[I:20]I. The catalyst is C1COCC1. The product is [CH3:1][C:2]([CH3:14])([CH3:13])[C:3]#[C:4][C:5]1[S:9][C:8]([C:10]([OH:12])=[O:11])=[C:7]([I:20])[CH:6]=1. The yield is 0.650. (2) The reactants are [CH2:1]([NH:3][C:4]([N:6]=[C:7](OC)[C:8]1[CH:13]=[CH:12][CH:11]=[CH:10][CH:9]=1)=[O:5])[CH3:2].Cl.Cl.[NH2:18][CH:19]([CH2:32][CH:33]1[CH2:38][CH2:37][CH2:36][CH2:35][CH2:34]1)[C:20]([NH:22][C:23]1([C:30]#[N:31])[CH2:28][CH2:27][N:26]([CH3:29])[CH2:25][CH2:24]1)=[O:21].C(N(CC)C(C)C)(C)C. The catalyst is CO. The product is [C:30]([C:23]1([NH:22][C:20](=[O:21])[CH:19]([NH:18][C:7](=[N:6][C:4](=[O:5])[NH:3][CH2:1][CH3:2])[C:8]2[CH:9]=[CH:10][CH:11]=[CH:12][CH:13]=2)[CH2:32][CH:33]2[CH2:34][CH2:35][CH2:36][CH2:37][CH2:38]2)[CH2:24][CH2:25][N:26]([CH3:29])[CH2:27][CH2:28]1)#[N:31]. The yield is 0.430. (3) The reactants are [OH:1][C:2]1[CH:7]=[CH:6][C:5]([C@H:8](/[CH:15]=[CH:16]/[CH3:17])[CH2:9][C:10]([O:12][CH2:13][CH3:14])=[O:11])=[CH:4][CH:3]=1.[CH2:18]([O:22][C:23]1[CH:28]=[CH:27][C:26]([O:29][CH3:30])=[CH:25][C:24]=1[C:31]1[CH:36]=[C:35]([CH2:37]Cl)[CH:34]=[CH:33][C:32]=1[C:39]([CH3:42])([CH3:41])[CH3:40])[CH2:19][CH2:20][CH3:21].C(=O)([O-])[O-].[Cs+].[Cs+]. The catalyst is CN(C=O)C.CCOC(C)=O. The product is [CH2:18]([O:22][C:23]1[CH:28]=[CH:27][C:26]([O:29][CH3:30])=[CH:25][C:24]=1[C:31]1[C:32]([C:39]([CH3:42])([CH3:41])[CH3:40])=[CH:33][CH:34]=[C:35]([CH2:37][O:1][C:2]2[CH:3]=[CH:4][C:5]([C@H:8](/[CH:15]=[CH:16]/[CH3:17])[CH2:9][C:10]([O:12][CH2:13][CH3:14])=[O:11])=[CH:6][CH:7]=2)[CH:36]=1)[CH2:19][CH2:20][CH3:21]. The yield is 0.810. (4) The reactants are [NH2:1][C:2]1[C:7](Cl)=[N:6][CH:5]=[CH:4][N:3]=1.O(CC)[C:10]([S-:12])=[S:11].[K+].CN1CCCC1=O.C(O)(=O)C. The catalyst is O. The product is [S:12]1[C:7]2[C:2](=[N:3][CH:4]=[CH:5][N:6]=2)[NH:1][C:10]1=[S:11]. The yield is 0.670. (5) The reactants are C(O[C:4](=[O:20])[C:5](=[CH:11][NH:12][C:13]1[CH2:18][CH2:17][CH2:16][C:15](=[O:19])[CH:14]=1)[C:6]([O:8][CH2:9][CH3:10])=[O:7])C.C1(OC2C=CC=CC=2)C=CC=CC=1. The catalyst is CCCCCC. The product is [CH2:9]([O:8][C:6]([C:5]1[C:4](=[O:20])[C:14]2[C:15](=[O:19])[CH2:16][CH2:17][CH2:18][C:13]=2[NH:12][CH:11]=1)=[O:7])[CH3:10]. The yield is 0.720. (6) No catalyst specified. The yield is 0.810. The reactants are [CH3:1][C:2]1[O:6][N:5]=[C:4]([C:7]2[CH:12]=[CH:11][N:10]=[CH:9][N:8]=2)[C:3]=1[CH2:13][O:14][C:15]1[CH:23]=[CH:22][C:18]([C:19]([OH:21])=O)=[CH:17][N:16]=1.[CH:24]1([NH2:27])[CH2:26][CH2:25]1. The product is [CH:24]1([NH:27][C:19](=[O:21])[C:18]2[CH:22]=[CH:23][C:15]([O:14][CH2:13][C:3]3[C:4]([C:7]4[CH:12]=[CH:11][N:10]=[CH:9][N:8]=4)=[N:5][O:6][C:2]=3[CH3:1])=[N:16][CH:17]=2)[CH2:26][CH2:25]1. (7) The reactants are P([O-])([O-])([O-])=O.[N+](C1C=CC(C[O:14][C:15]([C:17]2[N:18]3[CH:21]([S:22][CH:23]=2)[C:20]([CH:25](OC(=O)C)[C:26]2[CH:48]=[CH:47][C:29]4[O:30][C:31]5[CH:46]=[CH:45][CH:44]=[CH:43][C:32]=5[C:33](=[O:42])[N:34]([CH2:35][C:36]5[CH:41]=[CH:40][CH:39]=[CH:38][CH:37]=5)[C:28]=4[CH:27]=2)(Br)[C:19]3=[O:53])=[O:16])=CC=1)([O-])=O. The catalyst is C1COCC1.[Pd]. The product is [CH2:35]([N:34]1[C:33](=[O:42])[C:32]2[CH:43]=[CH:44][CH:45]=[CH:46][C:31]=2[O:30][C:29]2[CH:47]=[CH:48][C:26](/[CH:25]=[C:20]3/[C@@H:21]4[N:18]([C:19]/3=[O:53])[C:17]([C:15]([OH:16])=[O:14])=[CH:23][S:22]4)=[CH:27][C:28]1=2)[C:36]1[CH:37]=[CH:38][CH:39]=[CH:40][CH:41]=1. The yield is 0.240.